Predict the reaction yield, written as a fraction of the theoretical maximum amount of product (1.0 means a 100% yield; for example, 0.34 means a 34% yield). From a dataset of Reaction yield outcomes from USPTO patents with 853,638 reactions. (1) The reactants are [CH3:1][O:2][C:3]1[CH:11]=[C:10]([C:12]2[CH:17]=[CH:16][CH:15]=[CH:14][CH:13]=2)[CH:9]=[CH:8][C:4]=1[C:5]([OH:7])=O.[F:18][C:19]([F:32])([F:31])[C:20]1[CH:21]=[C:22]([CH:24]=[C:25]([C:27]([F:30])([F:29])[F:28])[CH:26]=1)[NH2:23]. No catalyst specified. The product is [F:18][C:19]([F:31])([F:32])[C:20]1[CH:21]=[C:22]([NH:23][C:5](=[O:7])[C:4]2[CH:8]=[CH:9][C:10]([C:12]3[CH:17]=[CH:16][CH:15]=[CH:14][CH:13]=3)=[CH:11][C:3]=2[O:2][CH3:1])[CH:24]=[C:25]([C:27]([F:28])([F:30])[F:29])[CH:26]=1. The yield is 0.975. (2) The reactants are [Br:1][C:2]1[CH:3]=[C:4]([C:8]([NH:12][C:13](=[O:19])[O:14][C:15]([CH3:18])([CH3:17])[CH3:16])([CH3:11])[CH:9]=O)[CH:5]=[CH:6][CH:7]=1.[CH3:20][NH2:21].C(O[BH-](OC(=O)C)OC(=O)C)(=O)C.[Na+]. The catalyst is ClC(Cl)C.O.CC(O)=O. The product is [Br:1][C:2]1[CH:3]=[C:4]([C:8]([NH:12][C:13](=[O:19])[O:14][C:15]([CH3:18])([CH3:17])[CH3:16])([CH3:11])[CH2:9][NH:21][CH3:20])[CH:5]=[CH:6][CH:7]=1. The yield is 0.600.